Dataset: Catalyst prediction with 721,799 reactions and 888 catalyst types from USPTO. Task: Predict which catalyst facilitates the given reaction. (1) Reactant: [CH2:1]([O:5][CH2:6][CH2:7][O:8][C:9]1[CH:14]=[CH:13][C:12]([C:15]2[CH:16]=[CH:17][C:18]3[N:24]([CH2:25][CH:26]([CH3:28])[CH3:27])[CH2:23][CH2:22][C:21]([C:29]([NH:31][C:32]4[CH:37]=[CH:36][C:35]([S:38][C:39]5[N:44]6[CH:45]=[CH:46][N:47]=[C:43]6[CH:42]=[CH:41][CH:40]=5)=[CH:34][CH:33]=4)=[O:30])=[CH:20][C:19]=3[CH:48]=2)=[CH:11][CH:10]=1)[CH2:2][CH2:3][CH3:4].ClC1C=CC=C(C(OO)=[O:57])C=1.S([O-])([O-])(=O)=S.[Na+].[Na+]. Product: [CH2:1]([O:5][CH2:6][CH2:7][O:8][C:9]1[CH:14]=[CH:13][C:12]([C:15]2[CH:16]=[CH:17][C:18]3[N:24]([CH2:25][CH:26]([CH3:27])[CH3:28])[CH2:23][CH2:22][C:21]([C:29]([NH:31][C:32]4[CH:33]=[CH:34][C:35]([S:38]([C:39]5[N:44]6[CH:45]=[CH:46][N:47]=[C:43]6[CH:42]=[CH:41][CH:40]=5)=[O:57])=[CH:36][CH:37]=4)=[O:30])=[CH:20][C:19]=3[CH:48]=2)=[CH:11][CH:10]=1)[CH2:2][CH2:3][CH3:4]. The catalyst class is: 4. (2) Reactant: Br[C:2]1[CH:20]=[CH:19][C:5]([O:6][CH2:7][CH:8]2[CH2:13][CH2:12][N:11]([CH2:14][C:15]([F:18])([CH3:17])[CH3:16])[CH2:10][CH2:9]2)=[CH:4][CH:3]=1.[CH3:21][O:22][C:23]([C:25]1[CH:30]=[CH:29][C:28](B(O)O)=[CH:27][CH:26]=1)=[O:24].C([O-])([O-])=O.[Cs+].[Cs+]. Product: [F:18][C:15]([CH3:17])([CH3:16])[CH2:14][N:11]1[CH2:12][CH2:13][CH:8]([CH2:7][O:6][C:5]2[CH:19]=[CH:20][C:2]([C:28]3[CH:29]=[CH:30][C:25]([C:23]([O:22][CH3:21])=[O:24])=[CH:26][CH:27]=3)=[CH:3][CH:4]=2)[CH2:9][CH2:10]1. The catalyst class is: 38. (3) Reactant: [CH3:1][CH:2]([CH3:5])[C:3]#[CH:4].C([Li])CCC.CCCCCC.C(O[B:21]1[O:25][C:24]([CH3:27])([CH3:26])[C:23]([CH3:29])([CH3:28])[O:22]1)(C)C.Cl. Product: [CH3:27][C:24]1([CH3:26])[C:23]([CH3:28])([CH3:29])[O:22][B:21]([C:4]#[C:3][CH:2]([CH3:5])[CH3:1])[O:25]1. The catalyst class is: 165. (4) Reactant: [BH4-].[Na+].[Cl:3][CH2:4][C:5]([C:7]1[S:8][C:9]([CH3:12])=[CH:10][N:11]=1)=[O:6]. Product: [Cl:3][CH2:4][CH:5]([C:7]1[S:8][C:9]([CH3:12])=[CH:10][N:11]=1)[OH:6]. The catalyst class is: 92. (5) Reactant: B.O1CCCC1.[Cl:7][C:8]1[CH:13]=[CH:12][C:11]([N:14]2[C:18]([CH:19]([CH:23]3[CH2:28][CH2:27][CH2:26][CH2:25][CH2:24]3)[C:20](O)=[O:21])=[C:17]3[CH2:29][CH2:30][CH2:31][CH2:32][CH2:33][C:16]3=[N:15]2)=[CH:10][CH:9]=1.CO.O. Product: [Cl:7][C:8]1[CH:9]=[CH:10][C:11]([N:14]2[C:18]([CH:19]([CH:23]3[CH2:28][CH2:27][CH2:26][CH2:25][CH2:24]3)[CH2:20][OH:21])=[C:17]3[CH2:29][CH2:30][CH2:31][CH2:32][CH2:33][C:16]3=[N:15]2)=[CH:12][CH:13]=1. The catalyst class is: 1. (6) Reactant: S(Cl)([Cl:3])=O.[CH3:5][C@H:6]1[CH2:11][CH2:10][C@H:9]([NH:12]C(C2C=NC3C(C=2Cl)=CC=CC=3C(F)(F)F)=O)[CH2:8][CH2:7]1. Product: [ClH:3].[CH3:5][C@H:6]1[CH2:11][CH2:10][C@H:9]([NH2:12])[CH2:8][CH2:7]1. The catalyst class is: 66. (7) Reactant: [NH2:1][C:2]1[CH:7]=[CH:6][C:5]([C:8]2[C:9]([C:14]([NH:16][C:17]3[CH:18]=[C:19]4[C:23](=[CH:24][CH:25]=3)[N:22]([C:26](=[O:34])[CH2:27][C:28]3[CH:33]=[CH:32][CH:31]=[CH:30][N:29]=3)[CH2:21][CH2:20]4)=[O:15])=[CH:10][CH:11]=[CH:12][CH:13]=2)=[CH:4][CH:3]=1.[C:35](OC(=O)C)(=[O:37])[CH3:36].O.C(=O)([O-])[O-].[K+].[K+]. Product: [C:35]([NH:1][C:2]1[CH:7]=[CH:6][C:5]([C:8]2[C:9]([C:14]([NH:16][C:17]3[CH:18]=[C:19]4[C:23](=[CH:24][CH:25]=3)[N:22]([C:26](=[O:34])[CH2:27][C:28]3[CH:33]=[CH:32][CH:31]=[CH:30][N:29]=3)[CH2:21][CH2:20]4)=[O:15])=[CH:10][CH:11]=[CH:12][CH:13]=2)=[CH:4][CH:3]=1)(=[O:37])[CH3:36]. The catalyst class is: 13.